Predict the product of the given reaction. From a dataset of Forward reaction prediction with 1.9M reactions from USPTO patents (1976-2016). (1) The product is: [Cl:19][C:17]1[CH:18]=[C:13]([Cl:12])[CH:14]=[C:15]([F:20])[C:6]=1[CH:7]([OH:10])[CH3:8]. Given the reactants [Li]CCCC.[CH3:6][C:7]([O-:10])(C)[CH3:8].[K+].[Cl:12][C:13]1[CH:14]=[C:15]([F:20])C=[C:17]([Cl:19])[CH:18]=1.C(=O)C, predict the reaction product. (2) The product is: [CH:4]([C:3]1[CH:6]=[C:7]([C:10]([F:13])([F:12])[F:11])[CH:8]=[CH:9][C:2]=1[C:21]1[C:16]([O:15][CH3:14])=[CH:17][CH:18]=[C:19]([CH2:22][C:23]#[N:24])[CH:20]=1)=[O:5]. Given the reactants Br[C:2]1[CH:9]=[CH:8][C:7]([C:10]([F:13])([F:12])[F:11])=[CH:6][C:3]=1[CH:4]=[O:5].[CH3:14][O:15][C:16]1[CH:21]=[CH:20][C:19]([CH2:22][C:23]#[N:24])=[CH:18][C:17]=1B1OC(C)(C)C(C)(C)O1, predict the reaction product. (3) Given the reactants [F:1][C:2]1[CH:7]=[CH:6][C:5]([C:8]2[N:13]=[C:12]([C:14]#[N:15])[CH:11]=[CH:10][C:9]=2[CH3:16])=[CH:4][CH:3]=1.C([O-])([O-])=[O:18].C([O-])([O-])=O.OO.OO.OO.[Na+].[Na+].[Na+].[Na+].FC(F)(F)S(OS(C(F)(F)F)(=O)=O)(=O)=O.C(=O)([O-])O.[Na+], predict the reaction product. The product is: [F:1][C:2]1[CH:7]=[CH:6][C:5]([C:8]2[C:9]([CH3:16])=[CH:10][CH:11]=[C:12]([C:14]#[N:15])[N+:13]=2[O-:18])=[CH:4][CH:3]=1. (4) Given the reactants [Na+].[Cl-].[CH3:3][C:4]([CH3:25])=[CH:5][CH2:6]C1C(O)=CC(O)=CC=1C1OC2C=C(O)C=CC=2C=1.CC(C)=CC[C:30]1[CH:31]=[C:32]([C:37]2O[C:46]3[CH:45]=[C:44]([OH:48])[CH:43]=[C:42]([OH:49])[C:41]=3[C:39](=[O:40])[C:38]=2O)[CH:33]=[CH:34][C:35]=1[OH:36], predict the reaction product. The product is: [CH3:3][C:4]([CH3:25])=[CH:5][CH2:6][C:45]1[CH:46]=[C:41]([C:39](/[CH:38]=[CH:37]/[C:32]2[CH:33]=[CH:34][C:35]([OH:36])=[CH:30][CH:31]=2)=[O:40])[C:42]([OH:49])=[CH:43][C:44]=1[OH:48].